From a dataset of Full USPTO retrosynthesis dataset with 1.9M reactions from patents (1976-2016). Predict the reactants needed to synthesize the given product. (1) Given the product [CH2:22]([O:26][C:14](=[O:15])[C@H:13]([CH2:8][C:17]1[CH:18]=[CH:19][CH:20]=[CH:21][CH:22]=1)[NH2:11])[CH2:17][CH2:18][CH3:19], predict the reactants needed to synthesize it. The reactants are: Cl.N1([C:14](=[O:15])[C:13]2[N:11](C)C=N[C:8]=2N(C)C1=O)C.C([O-])(=O)[C:17]1[CH:22]=[CH:21][CH:20]=[CH:19][CH:18]=1.[Na+].[OH2:26]. (2) Given the product [C@@H:1]12[CH2:6][C@@H:5]1[CH2:4][N:3]([CH2:16][CH:12]1[C:11]([CH3:13])=[N:10][C:9]([CH:14]=[O:15])=[C:8]1[CH3:7])[CH2:2]2, predict the reactants needed to synthesize it. The reactants are: [C@@H:1]12[CH2:6][C@@H:5]1[CH2:4][NH:3][CH2:2]2.[CH3:7][C:8]1[CH:12]=[C:11]([CH3:13])[NH:10][C:9]=1[CH:14]=[O:15].[CH2:16]=O.